Dataset: Peptide-MHC class II binding affinity with 134,281 pairs from IEDB. Task: Regression. Given a peptide amino acid sequence and an MHC pseudo amino acid sequence, predict their binding affinity value. This is MHC class II binding data. The peptide sequence is GGWWLTFGQILGLAQ. The MHC is DRB1_0405 with pseudo-sequence DRB1_0405. The binding affinity (normalized) is 0.369.